Dataset: Peptide-MHC class II binding affinity with 134,281 pairs from IEDB. Task: Regression. Given a peptide amino acid sequence and an MHC pseudo amino acid sequence, predict their binding affinity value. This is MHC class II binding data. The peptide sequence is VLERYLLEAKEAENI. The MHC is DRB1_0401 with pseudo-sequence DRB1_0401. The binding affinity (normalized) is 0.273.